The task is: Predict the reactants needed to synthesize the given product.. This data is from Full USPTO retrosynthesis dataset with 1.9M reactions from patents (1976-2016). (1) Given the product [C:1]([O:5][C:6](=[O:7])[NH:8][CH:9]1[C:27](=[O:28])[N:26]2[CH:22]([CH2:23][CH:24]([O:29][C:30]3[C:39]4[C:34](=[CH:35][CH:36]=[CH:37][CH:38]=4)[CH:33]=[CH:32][N:31]=3)[CH2:25]2)[C:21](=[O:40])[NH:20][C:19]2([C:41]([NH:53][S:50]([C:47]3([CH2:44][CH2:45][CH3:46])[CH2:49][CH2:48]3)(=[O:52])=[O:51])=[O:43])[CH:17]([CH2:18]2)[CH:16]=[CH:15][CH2:14][CH2:13][CH2:12][CH2:11][CH2:10]1)([CH3:3])([CH3:2])[CH3:4], predict the reactants needed to synthesize it. The reactants are: [C:1]([O:5][C:6]([NH:8][CH:9]1[C:27](=[O:28])[N:26]2[CH:22]([CH2:23][CH:24]([O:29][C:30]3[C:39]4[C:34](=[CH:35][CH:36]=[CH:37][CH:38]=4)[CH:33]=[CH:32][N:31]=3)[CH2:25]2)[C:21](=[O:40])[NH:20][C:19]2([C:41]([OH:43])=O)[CH:17]([CH2:18]2)[CH:16]=[CH:15][CH2:14][CH2:13][CH2:12][CH2:11][CH2:10]1)=[O:7])([CH3:4])([CH3:3])[CH3:2].[CH2:44]([C:47]1([S:50]([NH2:53])(=[O:52])=[O:51])[CH2:49][CH2:48]1)[CH2:45][CH3:46]. (2) Given the product [Br:1][C:2]1[CH:3]=[CH:4][C:5]([CH:8]2[CH2:10][CH:9]2[C:11]([OH:13])=[O:12])=[CH:6][CH:7]=1, predict the reactants needed to synthesize it. The reactants are: [Br:1][C:2]1[CH:7]=[CH:6][C:5]([CH:8]2[CH2:10][CH:9]2[C:11]([O:13]C(C)(C)C)=[O:12])=[CH:4][CH:3]=1.[OH-].[Li+].